From a dataset of Full USPTO retrosynthesis dataset with 1.9M reactions from patents (1976-2016). Predict the reactants needed to synthesize the given product. (1) Given the product [Cl:18][CH2:19][CH2:20][CH2:21][N:22]([CH2:23][CH2:24][CH2:25][Cl:26])[C:8](=[O:10])[NH:7][CH:3]([CH:2]([CH3:1])[CH3:17])[C:4]([OH:6])=[O:5], predict the reactants needed to synthesize it. The reactants are: [CH3:1][CH:2]([CH3:17])[CH:3]([NH:7][C:8]([O:10]C1C=CC=CC=1)=O)[C:4]([OH:6])=[O:5].[Cl:18][CH2:19][CH2:20][CH2:21][NH:22][CH2:23][CH2:24][CH2:25][Cl:26]. (2) Given the product [Br:20][C:10]1[CH:11]=[CH:12][C:13]2[S:14][C:15]3[CH:18]=[CH:19][CH:1]=[C:2]4[C:16]=3[C:17]=2[C:9]=1[C:8]1[C:3]4=[CH:4][CH:5]=[CH:6][CH:7]=1, predict the reactants needed to synthesize it. The reactants are: [CH:1]1[CH:19]=[CH:18][C:15]2=[C:16]3[C:17]4[C:9](=[CH:10][CH:11]=[CH:12][C:13]=4[S:14]2)[C:8]2[C:3](=[CH:4][CH:5]=[CH:6][CH:7]=2)[C:2]=13.[Br:20]Br. (3) Given the product [F:93][C:87]1[CH:88]=[C:89]([I:92])[CH:90]=[CH:91][C:86]=1[NH:85][C:83](=[O:84])[C@@H:82]([N:57]1[C:58](=[O:81])[C@@H:59]([C:61]2[CH:62]=[CH:63][C:64]([O:67][CH:68]([CH2:69][OH:70])[CH2:75][OH:76])=[CH:65][CH:66]=2)[NH:60][C:56]1=[O:55])[C@H:94]([C:96]1[CH:97]=[CH:98][CH:99]=[CH:100][CH:101]=1)[CH3:95], predict the reactants needed to synthesize it. The reactants are: C(OC(N[C@H](C1C=CC(OCCOC2CCCCO2)=CC=1)C(O)=O)=O)(C)(C)C.C(OC(N[C@H](C1C=CC(OCC(OC)OCC)=CC=1)C(O)=O)=O)(C)(C)C.[O:55]=[C:56]1[NH:60][C@H:59]([C:61]2[CH:66]=[CH:65][C:64]([O:67][CH:68]([CH2:75][O:76][Si](C)(C)C)[CH2:69][O:70][Si](C)(C)C)=[CH:63][CH:62]=2)[C:58](=[O:81])[N:57]1[C@@H:82]([C@H:94]([C:96]1[CH:101]=[CH:100][CH:99]=[CH:98][CH:97]=1)[CH3:95])[C:83]([NH:85][C:86]1[CH:91]=[CH:90][C:89]([I:92])=[CH:88][C:87]=1[F:93])=[O:84]. (4) Given the product [I:1][C:2]1[C:10]2[C:5](=[CH:6][CH:7]=[C:8]([C:11]([O:13][CH3:14])=[O:12])[CH:9]=2)[N:4]([C:26]([O:25][C:21]([CH3:24])([CH3:23])[CH3:22])=[O:27])[CH:3]=1, predict the reactants needed to synthesize it. The reactants are: [I:1][C:2]1[C:10]2[C:5](=[CH:6][CH:7]=[C:8]([C:11]([O:13][CH3:14])=[O:12])[CH:9]=2)[NH:4][CH:3]=1.CC(C)([O-])C.[K+].[C:21]([O:25][C:26](O[C:26]([O:25][C:21]([CH3:24])([CH3:23])[CH3:22])=[O:27])=[O:27])([CH3:24])([CH3:23])[CH3:22]. (5) Given the product [F:24][C:25]([F:30])([F:29])/[C:21](/[CH3:20])=[CH:22]\[C:23](=[O:33])[CH3:18], predict the reactants needed to synthesize it. The reactants are: C(C=P([C:18]1[CH:23]=[CH:22][CH:21]=[CH:20]C=1)([C:22]1[CH:23]=[CH:18]C=[CH:20][CH:21]=1)[C:22]1[CH:23]=[CH:18]C=[CH:20][CH:21]=1)(=O)C.[F:24][C:25]([F:30])([F:29])C(C)=O.C([O:33]CC)C. (6) Given the product [F:8][C:7]1[CH:6]=[CH:5][CH:4]=[C:3]2[C:2]=1[NH:22][N:21]=[C:9]2[C:11]1[CH:16]=[CH:15][C:14]([O:17][CH3:18])=[C:13]([CH3:19])[CH:12]=1, predict the reactants needed to synthesize it. The reactants are: F[C:2]1[C:7]([F:8])=[CH:6][CH:5]=[CH:4][C:3]=1[C:9]([C:11]1[CH:16]=[CH:15][C:14]([O:17][CH3:18])=[C:13]([CH3:19])[CH:12]=1)=O.O.[NH2:21][NH2:22].